Dataset: Forward reaction prediction with 1.9M reactions from USPTO patents (1976-2016). Task: Predict the product of the given reaction. (1) Given the reactants C([C:3]1[C:8]([NH:9][CH2:10][C:11]([O:13][CH2:14][CH3:15])=[O:12])=[CH:7][N:6]=[C:5]([C:16]2[CH:21]=[CH:20][C:19]([O:22]CC3C=CC=CC=3)=[C:18]([C:30]34[CH2:39][CH:34]5[CH2:35][CH:36]([CH2:38][CH:32]([CH2:33]5)[CH2:31]3)[CH2:37]4)[CH:17]=2)[N:4]=1)C.B(Br)(Br)Br, predict the reaction product. The product is: [C:30]12([C:18]3[CH:17]=[C:16]([C:5]4[N:6]=[CH:7][C:8]([NH:9][CH2:10][C:11]([O:13][CH2:14][CH3:15])=[O:12])=[CH:3][N:4]=4)[CH:21]=[CH:20][C:19]=3[OH:22])[CH2:37][CH:36]3[CH2:38][CH:32]([CH2:33][CH:34]([CH2:35]3)[CH2:39]1)[CH2:31]2. (2) Given the reactants [CH3:1][C:2]1[CH:7]=[CH:6][C:5]([C:8](=[O:20])[NH:9][C:10]2[CH:15]=[CH:14][CH:13]=[C:12]([C:16]([F:19])([F:18])[F:17])[CH:11]=2)=[CH:4][C:3]=1[C:21]1[N:22]=[C:23]([N:37]2[CH2:42][CH2:41][O:40][CH2:39][CH2:38]2)[C:24]2[CH2:29][N:28](C(OC(C)(C)C)=O)[CH2:27][C:25]=2[N:26]=1.C(O)(C(F)(F)F)=O, predict the reaction product. The product is: [CH3:1][C:2]1[CH:7]=[CH:6][C:5]([C:8]([NH:9][C:10]2[CH:15]=[CH:14][CH:13]=[C:12]([C:16]([F:18])([F:19])[F:17])[CH:11]=2)=[O:20])=[CH:4][C:3]=1[C:21]1[N:22]=[C:23]([N:37]2[CH2:42][CH2:41][O:40][CH2:39][CH2:38]2)[C:24]2[CH2:29][NH:28][CH2:27][C:25]=2[N:26]=1.